The task is: Regression. Given two drug SMILES strings and cell line genomic features, predict the synergy score measuring deviation from expected non-interaction effect.. This data is from Merck oncology drug combination screen with 23,052 pairs across 39 cell lines. (1) Drug 1: NC1(c2ccc(-c3nc4ccn5c(=O)[nH]nc5c4cc3-c3ccccc3)cc2)CCC1. Drug 2: Cn1c(=O)n(-c2ccc(C(C)(C)C#N)cc2)c2c3cc(-c4cnc5ccccc5c4)ccc3ncc21. Cell line: LNCAP. Synergy scores: synergy=83.7. (2) Drug 1: O=C(O)C1(Cc2cccc(Nc3nccs3)n2)CCC(Oc2cccc(Cl)c2F)CC1. Drug 2: CCc1cnn2c(NCc3ccc[n+]([O-])c3)cc(N3CCCCC3CCO)nc12. Cell line: ZR751. Synergy scores: synergy=-17.7. (3) Drug 1: CCN(CC)CCNC(=O)c1c(C)[nH]c(C=C2C(=O)Nc3ccc(F)cc32)c1C. Drug 2: CCc1c2c(nc3ccc(O)cc13)-c1cc3c(c(=O)n1C2)COC(=O)C3(O)CC. Cell line: MDAMB436. Synergy scores: synergy=0.212. (4) Drug 1: CCN(CC)CCNC(=O)c1c(C)[nH]c(C=C2C(=O)Nc3ccc(F)cc32)c1C. Drug 2: Cn1cc(-c2cnn3c(N)c(Br)c(C4CCCNC4)nc23)cn1. Cell line: HCT116. Synergy scores: synergy=19.3.